From a dataset of Forward reaction prediction with 1.9M reactions from USPTO patents (1976-2016). Predict the product of the given reaction. Given the reactants C(OC([N:8]1[CH2:13][CH2:12][CH:11]([N:14]2[CH2:18][CH2:17][N:16]([CH2:19][CH2:20][CH2:21][N:22]3[CH2:27][CH2:26][CH2:25][CH2:24][CH2:23]3)[C:15]2=[C:28]([C:31]#[N:32])[C:29]#[N:30])[CH2:10][CH2:9]1)=O)(C)(C)C.[ClH:33].O1CCOCC1.C(OCC)C, predict the reaction product. The product is: [ClH:33].[ClH:33].[NH:8]1[CH2:13][CH2:12][CH:11]([N:14]2[CH2:18][CH2:17][N:16]([CH2:19][CH2:20][CH2:21][N:22]3[CH2:27][CH2:26][CH2:25][CH2:24][CH2:23]3)[C:15]2=[C:28]([C:29]#[N:30])[C:31]#[N:32])[CH2:10][CH2:9]1.